Dataset: Full USPTO retrosynthesis dataset with 1.9M reactions from patents (1976-2016). Task: Predict the reactants needed to synthesize the given product. (1) Given the product [CH:9]1[C:10]2[C:15](=[CH:14][CH:13]=[CH:12][CH:11]=2)[CH:16]=[CH:17][C:8]=1[C:5]1[N:4]=[C:3]2[N:18]([CH:19]3[CH2:24][CH2:23][N:22]([C:25]([O:27][C:28]([CH3:31])([CH3:30])[CH3:29])=[O:26])[CH2:21][CH2:20]3)[CH:32]=[N:1][C:2]2=[CH:7][CH:6]=1, predict the reactants needed to synthesize it. The reactants are: [NH2:1][C:2]1[C:3]([NH:18][CH:19]2[CH2:24][CH2:23][N:22]([C:25]([O:27][C:28]([CH3:31])([CH3:30])[CH3:29])=[O:26])[CH2:21][CH2:20]2)=[N:4][C:5]([C:8]2[CH:17]=[CH:16][C:15]3[C:10](=[CH:11][CH:12]=[CH:13][CH:14]=3)[CH:9]=2)=[CH:6][CH:7]=1.[CH2:32](OC(OCC)OCC)C. (2) Given the product [NH2:66][C:62]1([C:59]2[CH:58]=[CH:57][C:56]([C:53]3[C:54](=[O:55])[C:49]4[C:50]([O:51][C:52]=3[C:74]3[CH:75]=[CH:76][CH:77]=[CH:78][CH:79]=3)=[C:45]([C:41]3[CH:42]=[CH:43][CH:44]=[C:39]([N+:37]#[C-:38])[CH:40]=3)[N:46]=[CH:47][CH:48]=4)=[CH:61][CH:60]=2)[CH2:63][CH2:64][CH2:65]1, predict the reactants needed to synthesize it. The reactants are: NC1(C2C=CC(C3C(=O)C4C(OC=3C3C=CC=CC=3)=C(C3C(C)=NN(C)C=3C)N=CC=4)=CC=2)CCC1.[N+:37]([C:39]1[CH:40]=[C:41]([C:45]2[N:46]=[CH:47][CH:48]=[C:49]3[C:54](=[O:55])[C:53]([C:56]4[CH:61]=[CH:60][C:59]([C:62]5([NH:66]C(=O)OC(C)(C)C)[CH2:65][CH2:64][CH2:63]5)=[CH:58][CH:57]=4)=[C:52]([C:74]4[CH:79]=[CH:78][CH:77]=[CH:76][CH:75]=4)[O:51][C:50]=23)[CH:42]=[CH:43][CH:44]=1)#[C-:38].Cl. (3) Given the product [Br:1][C:2]1[CH:7]=[CH:6][N:5]=[C:4]([NH:8][C:12](=[O:13])[O:14][CH3:17])[CH:3]=1, predict the reactants needed to synthesize it. The reactants are: [Br:1][C:2]1[CH:7]=[CH:6][N:5]=[C:4]([N:8]([C:12]([O-:14])=[O:13])C([O-])=O)[CH:3]=1.[OH-].[Na+].[CH3:17]O. (4) The reactants are: [Br:1][C:2]1[CH:3]=[C:4]([O:17][CH3:18])[C:5]2[C:6]3[N:14]=[C:13]([Cl:15])[N:12]=[C:11](Cl)[C:7]=3[NH:8][C:9]=2[CH:10]=1.[CH3:19][CH2:20][O-:21].[Na+]. Given the product [Br:1][C:2]1[CH:3]=[C:4]([O:17][CH3:18])[C:5]2[C:6]3[N:14]=[C:13]([Cl:15])[N:12]=[C:11]([O:21][CH2:20][CH3:19])[C:7]=3[NH:8][C:9]=2[CH:10]=1, predict the reactants needed to synthesize it. (5) The reactants are: [CH3:1][O:2][C:3](=[O:16])[CH:4]=[CH:5][C:6]1[CH:11]=[C:10]([CH3:12])[C:9]([CH:13]=[O:14])=[C:8]([CH3:15])[CH:7]=1. Given the product [CH3:1][O:2][C:3](=[O:16])[CH2:4][CH2:5][C:6]1[CH:11]=[C:10]([CH3:12])[C:9]([CH:13]=[O:14])=[C:8]([CH3:15])[CH:7]=1, predict the reactants needed to synthesize it. (6) Given the product [CH3:30][N:31]([C:4]([CH:6]=[N:7][C:8]1[CH:9]=[C:10]([NH:14][C:15]2[N:20]=[C:19]([NH:21][C:22]3[CH:27]=[CH:26][CH:25]=[C:24]([OH:28])[CH:23]=3)[C:18]([F:29])=[CH:17][N:16]=2)[CH:11]=[CH:12][CH:13]=1)=[O:5])[CH3:32], predict the reactants needed to synthesize it. The reactants are: C(O[C:4]([CH:6]=[N:7][C:8]1[CH:9]=[C:10]([NH:14][C:15]2[N:20]=[C:19]([NH:21][C:22]3[CH:27]=[CH:26][CH:25]=[C:24]([OH:28])[CH:23]=3)[C:18]([F:29])=[CH:17][N:16]=2)[CH:11]=[CH:12][CH:13]=1)=[O:5])C.[CH3:30][NH:31][CH3:32].N1C=CC(N)=NC=1N. (7) Given the product [Cl:1][C:2]1[CH:3]=[C:4]([S:9]([CH:12]2[CH2:17][CH2:16][N:15]([C:19]3[C:28]4[C:23](=[CH:24][CH:25]=[CH:26][CH:27]=4)[CH:22]=[CH:21][N:20]=3)[CH2:14][CH2:13]2)(=[O:11])=[O:10])[CH:5]=[CH:6][C:7]=1[Cl:8], predict the reactants needed to synthesize it. The reactants are: [Cl:1][C:2]1[CH:3]=[C:4]([S:9]([CH:12]2[CH2:17][CH2:16][NH:15][CH2:14][CH2:13]2)(=[O:11])=[O:10])[CH:5]=[CH:6][C:7]=1[Cl:8].Cl[C:19]1[C:28]2[C:23](=[CH:24][CH:25]=[CH:26][CH:27]=2)[CH:22]=[CH:21][N:20]=1. (8) Given the product [CH3:1][O:2][C:3]1[N:8]=[C:7]2[N:9]([C:17]3[S:16][C:15]([C:21]([O:23][CH3:24])=[O:22])=[C:19]([OH:20])[CH:18]=3)[CH:10]=[N:11][C:6]2=[CH:5][C:4]=1[O:12][CH3:13], predict the reactants needed to synthesize it. The reactants are: [CH3:1][O:2][C:3]1[N:8]=[C:7]2[N:9]=[CH:10][NH:11][C:6]2=[CH:5][C:4]=1[O:12][CH3:13].Cl[C:15]1([C:21]([O:23][CH3:24])=[O:22])[C:19](=[O:20])[CH:18]=[CH:17][S:16]1.